This data is from Forward reaction prediction with 1.9M reactions from USPTO patents (1976-2016). The task is: Predict the product of the given reaction. (1) Given the reactants [Cl:1][C:2]1[CH:3]=[C:4]([N:8]=[C:9]=[O:10])[CH:5]=[CH:6][CH:7]=1.[CH3:11][C@@H:12]1[NH:17][CH2:16][CH2:15][N:14]([CH2:18][CH2:19][CH2:20][N:21]2[CH2:26][CH2:25][CH2:24][CH2:23][CH2:22]2)[C:13]1=[O:27].CN1CCOCC1, predict the reaction product. The product is: [Cl:1][C:2]1[CH:3]=[C:4]([NH:8][C:9]([N:17]2[CH2:16][CH2:15][N:14]([CH2:18][CH2:19][CH2:20][N:21]3[CH2:22][CH2:23][CH2:24][CH2:25][CH2:26]3)[C:13](=[O:27])[C@@H:12]2[CH3:11])=[O:10])[CH:5]=[CH:6][CH:7]=1. (2) Given the reactants [Cl:1][C:2]1[CH:3]=[CH:4][C:5]2[O:15][C:14]3[CH:16]=[CH:17][CH:18]=[CH:19][C:13]=3[C@H:8]3[CH2:9][N:10]([CH3:12])[CH2:11][C@@H:7]3[C:6]=2[CH:20]=1.[C:21]([OH:28])(=[O:27])/[CH:22]=[CH:23]\[C:24]([OH:26])=[O:25], predict the reaction product. The product is: [CH3:12][N:10]1[CH2:11][CH:7]2[CH:8]([C:13]3[CH:19]=[CH:18][CH:17]=[CH:16][C:14]=3[O:15][C:5]3[CH:4]=[CH:3][C:2]([Cl:1])=[CH:20][C:6]=32)[CH2:9]1.[CH:22](/[C:21]([OH:28])=[O:27])=[CH:23]/[C:24]([OH:26])=[O:25].